This data is from Reaction yield outcomes from USPTO patents with 853,638 reactions. The task is: Predict the reaction yield, written as a fraction of the theoretical maximum amount of product (1.0 means a 100% yield; for example, 0.34 means a 34% yield). (1) The reactants are [F:1][C:2]1[CH:7]=[CH:6][C:5]([C:8]2[N:12]([CH2:13][O:14][CH2:15][CH2:16][Si:17]([CH3:20])([CH3:19])[CH3:18])[C:11]([CH2:21][N:22]([CH:38]3[C:47]4[N:46]=[CH:45][CH:44]=[CH:43][C:42]=4[CH2:41][CH2:40][CH2:39]3)[CH2:23][CH2:24][CH2:25][CH2:26][N:27]3C(=O)C4C(=CC=CC=4)C3=O)=[N:10][CH:9]=2)=[CH:4][CH:3]=1.O.NN. The catalyst is C(O)C. The product is [F:1][C:2]1[CH:3]=[CH:4][C:5]([C:8]2[N:12]([CH2:13][O:14][CH2:15][CH2:16][Si:17]([CH3:19])([CH3:20])[CH3:18])[C:11]([CH2:21][N:22]([CH:38]3[C:47]4[N:46]=[CH:45][CH:44]=[CH:43][C:42]=4[CH2:41][CH2:40][CH2:39]3)[CH2:23][CH2:24][CH2:25][CH2:26][NH2:27])=[N:10][CH:9]=2)=[CH:6][CH:7]=1. The yield is 0.730. (2) The reactants are [CH2:1]([N:8]1[CH:16]=[C:15]2[C:10]([CH:11]=[C:12]([C:17]3[CH:18]=[C:19]([CH:27]4[CH2:32]CN[CH2:29][CH2:28]4)[N:20]4[C:25]=3[C:24]([NH2:26])=[N:23][CH:22]=[N:21]4)[CH:13]=[CH:14]2)=[N:9]1)[C:2]1[CH:7]=[CH:6][CH:5]=[CH:4][CH:3]=1.CC(O)=O.C(O[C:40]1(O[Si](C)(C)C)[CH2:42][CH2:41]1)C.[C:48]([BH3-])#[N:49].[Na+].[OH-].[Na+]. The catalyst is CO. The product is [CH2:1]([N:8]1[CH:16]=[C:15]2[C:10]([CH:11]=[C:12]([C:17]3[CH:18]=[C:19]([CH:27]4[CH2:28][CH2:29][CH2:48][N:49]([CH:40]5[CH2:41][CH2:42]5)[CH2:32]4)[N:20]4[C:25]=3[C:24]([NH2:26])=[N:23][CH:22]=[N:21]4)[CH:13]=[CH:14]2)=[N:9]1)[C:2]1[CH:7]=[CH:6][CH:5]=[CH:4][CH:3]=1. The yield is 0.400. (3) The reactants are C(Cl)(=O)C(Cl)=O.[Br:7][C:8]1[C:16]([O:17][C:18]2[CH:23]=[CH:22][C:21]([F:24])=[CH:20][C:19]=2[F:25])=[CH:15][C:11]([C:12](O)=[O:13])=[C:10]([NH:26][S:27]([CH2:30][CH3:31])(=[O:29])=[O:28])[CH:9]=1.ClCCl.[OH-].[NH4+:36]. The catalyst is C(OCC)(=O)C.CN(C)C=O. The product is [Br:7][C:8]1[C:16]([O:17][C:18]2[CH:23]=[CH:22][C:21]([F:24])=[CH:20][C:19]=2[F:25])=[CH:15][C:11]([C:12]([NH2:36])=[O:13])=[C:10]([NH:26][S:27]([CH2:30][CH3:31])(=[O:29])=[O:28])[CH:9]=1. The yield is 0.820. (4) The reactants are [Cl:1][C:2]1[CH:3]=[C:4](/[CH:26]=[CH:27]/[C:28]([NH:30][O:31]C2CCCCO2)=[O:29])[CH:5]=[N:6][C:7]=1[NH:8][C@@H:9]1[CH2:13][CH2:12][N:11]([C:14]([C@H:16]2[CH2:21][CH2:20][C@H:19]([CH2:22][N:23]([CH3:25])[CH3:24])[CH2:18][CH2:17]2)=[O:15])[CH2:10]1.[ClH:38].C(O)C. The catalyst is CCOC(C)=O. The product is [ClH:1].[ClH:38].[Cl:1][C:2]1[CH:3]=[C:4](/[CH:26]=[CH:27]/[C:28]([NH:30][OH:31])=[O:29])[CH:5]=[N:6][C:7]=1[NH:8][C@@H:9]1[CH2:13][CH2:12][N:11]([C:14]([C@H:16]2[CH2:17][CH2:18][C@H:19]([CH2:22][N:23]([CH3:25])[CH3:24])[CH2:20][CH2:21]2)=[O:15])[CH2:10]1. The yield is 0.890. (5) The reactants are [CH2:1]([S:3]([C:6]1[CH:11]=[CH:10][C:9]([CH:12]([CH2:16][CH:17]2[CH2:22][CH2:21][O:20][CH2:19][CH2:18]2)[C:13](O)=[O:14])=[CH:8][CH:7]=1)(=[O:5])=[O:4])[CH3:2].Cl.CONC.Cl.CN(C)[CH2:31][CH2:32]CN=C=NCC.ON1C2C=CC=CC=2N=N1. The catalyst is CN(C)C=O.O.C(N(CC)CC)C. The product is [CH2:1]([S:3]([C:6]1[CH:11]=[CH:10][C:9]([CH:12]([CH2:16][CH:17]2[CH2:22][CH2:21][O:20][CH2:19][CH2:18]2)[C:13](=[O:14])[CH:31]=[CH2:32])=[CH:8][CH:7]=1)(=[O:5])=[O:4])[CH3:2]. The yield is 0.900. (6) The reactants are [C:1]([O:5][C:6](=[O:31])[CH2:7][C@H:8]([NH:20][C:21]([O:23]CC1C=CC=CC=1)=O)[CH2:9][N:10]1[C:18]2[C:13](=[CH:14][C:15]([F:19])=[CH:16][CH:17]=2)[CH2:12][CH2:11]1)([CH3:4])([CH3:3])[CH3:2].[H][H].[C:34](C(C)(C)C)([O:36][CH2:37][C:38]1[CH:43]=[CH:42][CH:41]=[CH:40][CH:39]=1)=[O:35].CN(C(O[N:56]1N=N[C:58]2C=CC=N[C:57]1=2)=[N+](C)C)C.F[P-](F)(F)(F)(F)F.C(N([CH:78]([CH3:80])[CH3:79])CC)(C)C.[C:81](OCC)(=O)C. The catalyst is [OH-].[OH-].[Pd+2].CN(C=O)C.CO. The product is [C:1]([O:5][C:6](=[O:31])[CH2:7][C@H:8]([NH:20][C:21](=[O:23])[C@@H:57]([NH:56][C:34]([O:36][CH2:37][C:38]1[CH:39]=[CH:40][CH:41]=[CH:42][CH:43]=1)=[O:35])[CH2:58][C:78]([CH3:79])([CH3:80])[CH3:81])[CH2:9][N:10]1[C:18]2[C:13](=[CH:14][C:15]([F:19])=[CH:16][CH:17]=2)[CH2:12][CH2:11]1)([CH3:3])([CH3:2])[CH3:4]. The yield is 0.770. (7) The reactants are [NH:1]1[CH:5]=[C:4]([C:6]2[C:7]([NH2:13])=[N:8][C:9]([NH2:12])=[CH:10][CH:11]=2)[CH:3]=[N:2]1.[H-].[Na+].Cl[CH2:17][C:18]1[CH:19]=[CH:20][C:21]([O:24][C:25]2[CH:30]=[CH:29][CH:28]=[CH:27][CH:26]=2)=[N:22][CH:23]=1. The catalyst is CN(C)C=O. The product is [O:24]([C:21]1[N:22]=[CH:23][C:18]([CH2:17][N:1]2[CH:5]=[C:4]([C:6]3[C:7]([NH2:13])=[N:8][C:9]([NH2:12])=[CH:10][CH:11]=3)[CH:3]=[N:2]2)=[CH:19][CH:20]=1)[C:25]1[CH:26]=[CH:27][CH:28]=[CH:29][CH:30]=1. The yield is 0.252. (8) The reactants are [Cl-].[Al+3].[Cl-].[Cl-].[NH:5]1[C:13]2[C:8](=[CH:9][CH:10]=[CH:11][CH:12]=2)[CH2:7][C:6]1=[O:14].[C:15](Cl)(=[O:19])[CH2:16][CH2:17][CH3:18]. The catalyst is ClCCCl. The product is [C:15]([C:10]1[CH:9]=[C:8]2[C:13](=[CH:12][CH:11]=1)[NH:5][C:6](=[O:14])[CH2:7]2)(=[O:19])[CH2:16][CH2:17][CH3:18]. The yield is 0.250. (9) The reactants are [NH2:1][C:2]1[CH:7]=[CH:6][C:5]([C:8]2[CH:13]=[CH:12][C:11]([C:14]([F:17])([F:16])[F:15])=[CH:10][CH:9]=2)=[CH:4][C:3]=1[CH2:18][OH:19].C(N(CC)CC)C.[Cl:27][CH2:28][C:29](Cl)=[O:30]. The catalyst is C(OCC)C. The product is [Cl:27][CH2:28][C:29]([NH:1][C:2]1[CH:7]=[CH:6][C:5]([C:8]2[CH:9]=[CH:10][C:11]([C:14]([F:15])([F:16])[F:17])=[CH:12][CH:13]=2)=[CH:4][C:3]=1[CH2:18][OH:19])=[O:30]. The yield is 0.210.